From a dataset of Plasma protein binding rate (PPBR) regression data from AstraZeneca. Regression/Classification. Given a drug SMILES string, predict its absorption, distribution, metabolism, or excretion properties. Task type varies by dataset: regression for continuous measurements (e.g., permeability, clearance, half-life) or binary classification for categorical outcomes (e.g., BBB penetration, CYP inhibition). For this dataset (ppbr_az), we predict Y. (1) The molecule is CC(C)[C@H](C(=O)Nc1nccs1)c1ccc(Cl)cc1. The Y is 99.3 %. (2) The compound is O=c1cc(-c2cccnc2)[nH]c2cc(C(O)c3ccccc3)ccc12. The Y is 97.3 %.